From a dataset of Full USPTO retrosynthesis dataset with 1.9M reactions from patents (1976-2016). Predict the reactants needed to synthesize the given product. (1) The reactants are: C([O:3][C:4](=[O:20])[CH2:5][CH:6]([N:10]1[C:14]2[CH:15]=[CH:16][CH:17]=[CH:18][C:13]=2[NH:12][C:11]1=[O:19])[CH2:7][CH2:8][CH3:9])C.[Br:21][C:22]1[CH:23]=[CH:24][C:25]([O:30][CH3:31])=[C:26]([CH2:28]O)[CH:27]=1.CC(OC(/N=N/C(OC(C)C)=O)=O)C. Given the product [Br:21][C:22]1[CH:23]=[CH:24][C:25]([O:30][CH3:31])=[C:26]([CH:27]=1)[CH2:28][N:12]1[C:13]2[CH:18]=[CH:17][CH:16]=[CH:15][C:14]=2[N:10]([CH:6]([CH2:7][CH2:8][CH3:9])[CH2:5][C:4]([OH:3])=[O:20])[C:11]1=[O:19], predict the reactants needed to synthesize it. (2) Given the product [CH3:16][O:15][C:13](=[O:14])[C:4]1[CH:5]=[CH:6][C:7]([C:8]([F:11])([F:10])[F:9])=[N:3][C:2]=1[Br:17], predict the reactants needed to synthesize it. The reactants are: [K].[C:2](/[C:4](/[C:13]([O:15][CH3:16])=[O:14])=[CH:5]\[CH:6]=[C:7](/[O-])\[C:8]([F:11])([F:10])[F:9])#[N:3].[BrH:17].CCCCCC.C(OCC)(=O)C. (3) Given the product [BrH:16].[NH2:13][C@H:9]1[CH2:10][C:11]2[CH:12]=[C:3]([OH:2])[CH:4]=[CH:5][C:6]=2[CH2:7][CH2:8]1, predict the reactants needed to synthesize it. The reactants are: C[O:2][C:3]1[CH:12]=[C:11]2[C:6]([CH2:7][CH2:8][C@@H:9]([NH2:13])[CH2:10]2)=[CH:5][CH:4]=1.CO.[BrH:16]. (4) Given the product [CH:36]1([O:42][C:43]([O:44][CH:45]([O:15][C:14](=[O:16])[CH2:13][CH2:12][O:11][C:10]2[CH:17]=[CH:18][CH:19]=[CH:20][C:9]=2[N:8]([C:6](=[O:7])[C:5]2[CH:22]=[CH:23][C:2]([Cl:1])=[C:3]([C:24]3[CH:25]=[N:26][C:27]([C:32]([F:35])([F:33])[F:34])=[CH:28][C:29]=3[C:30]#[N:31])[CH:4]=2)[CH3:21])[CH3:46])=[O:48])[CH2:41][CH2:40][CH2:39][CH2:38][CH2:37]1, predict the reactants needed to synthesize it. The reactants are: [Cl:1][C:2]1[CH:23]=[CH:22][C:5]([C:6]([N:8]([CH3:21])[C:9]2[CH:20]=[CH:19][CH:18]=[CH:17][C:10]=2[O:11][CH2:12][CH2:13][C:14]([OH:16])=[O:15])=[O:7])=[CH:4][C:3]=1[C:24]1[CH:25]=[N:26][C:27]([C:32]([F:35])([F:34])[F:33])=[CH:28][C:29]=1[C:30]#[N:31].[CH:36]1([O:42][C:43](=[O:48])[O:44][CH:45](Cl)[CH3:46])[CH2:41][CH2:40][CH2:39][CH2:38][CH2:37]1.C(N(CC)CC)C.[Na+].[I-]. (5) Given the product [F:31][C:28]([F:29])([F:30])[C:15]([OH:32])([CH2:16][N:17]1[C:26]2[C:21](=[CH:22][CH:23]=[CH:24][CH:25]=2)[C:20](=[O:27])[CH:19]=[CH:18]1)[CH2:14][C:13]([C:9]1[CH:8]=[C:7]([CH:12]=[CH:11][CH:10]=1)[CH:2]=[O:1])([CH3:33])[CH3:34], predict the reactants needed to synthesize it. The reactants are: [O:1]1CCCO[CH:2]1[C:7]1[CH:8]=[C:9]([C:13]([CH3:34])([CH3:33])[CH2:14][C:15]([OH:32])([C:28]([F:31])([F:30])[F:29])[CH2:16][N:17]2[C:26]3[C:21](=[CH:22][CH:23]=[CH:24][CH:25]=3)[C:20](=[O:27])[CH:19]=[CH:18]2)[CH:10]=[CH:11][CH:12]=1.C(O)C.C1(C)C=CC(S(O)(=O)=O)=CC=1.[NH+]1C=CC=CC=1. (6) The reactants are: [NH2:1][C:2]1[C:7]([C:8]([C:10]2[CH:15]=[C:14]([F:16])[CH:13]=[CH:12][C:11]=2[O:17][CH3:18])=[O:9])=[CH:6][N:5]=[C:4]([NH:19][CH:20]2[CH2:25][CH2:24][N:23]([S:26]([CH2:29][CH2:30][CH2:31][CH2:32]Cl)(=[O:28])=[O:27])[CH2:22][CH2:21]2)[N:3]=1.[NH2:34][CH2:35][CH:36]([OH:38])[CH3:37]. Given the product [NH2:1][C:2]1[C:7]([C:8]([C:10]2[CH:15]=[C:14]([F:16])[CH:13]=[CH:12][C:11]=2[O:17][CH3:18])=[O:9])=[CH:6][N:5]=[C:4]([NH:19][CH:20]2[CH2:25][CH2:24][N:23]([S:26]([CH2:29][CH2:30][CH2:31][CH2:32][NH:34][CH2:35][CH:36]([OH:38])[CH3:37])(=[O:28])=[O:27])[CH2:22][CH2:21]2)[N:3]=1, predict the reactants needed to synthesize it. (7) Given the product [F:36][C:37]1([F:42])[CH2:41][CH2:40][N:39]([C:2]2[CH:35]=[CH:34][C:5]([CH2:6][N:7]3[C:11]4[CH:12]=[C:13]([O:17][CH2:18][C:19]5[CH:23]=[CH:22][N:21]([CH3:24])[N:20]=5)[CH:14]=[C:15]([F:16])[C:10]=4[N:9]=[C:8]3[C@H:25]3[CH2:30][CH2:29][CH2:28][CH2:27][C@H:26]3[C:31]([OH:33])=[O:32])=[CH:4][CH:3]=2)[CH2:38]1, predict the reactants needed to synthesize it. The reactants are: Br[C:2]1[CH:35]=[CH:34][C:5]([CH2:6][N:7]2[C:11]3[CH:12]=[C:13]([O:17][CH2:18][C:19]4[CH:23]=[CH:22][N:21]([CH3:24])[N:20]=4)[CH:14]=[C:15]([F:16])[C:10]=3[N:9]=[C:8]2[C@H:25]2[CH2:30][CH2:29][CH2:28][CH2:27][C@H:26]2[C:31]([OH:33])=[O:32])=[CH:4][CH:3]=1.[F:36][C:37]1([F:42])[CH2:41][CH2:40][NH:39][CH2:38]1. (8) Given the product [Cl:20][C:14]1[C:13]([CH3:21])=[C:12]([NH:11][C@@H:10]([C:22]2[O:26][C:25]([C:27]3[CH:32]=[CH:31][C:30]([NH:33][C:34](=[O:41])[C:35]4[CH:40]=[CH:39][CH:38]=[CH:37][CH:36]=4)=[CH:29][CH:28]=3)=[N:24][N:23]=2)[C@H:9]([OH:8])[CH3:42])[CH:17]=[CH:16][C:15]=1[C:18]#[N:19], predict the reactants needed to synthesize it. The reactants are: [Si]([O:8][C@H:9]([CH3:42])[C@H:10]([C:22]1[O:26][C:25]([C:27]2[CH:32]=[CH:31][C:30]([NH:33][C:34](=[O:41])[C:35]3[CH:40]=[CH:39][CH:38]=[CH:37][CH:36]=3)=[CH:29][CH:28]=2)=[N:24][N:23]=1)[NH:11][C:12]1[CH:17]=[CH:16][C:15]([C:18]#[N:19])=[C:14]([Cl:20])[C:13]=1[CH3:21])(C(C)(C)C)(C)C.CCCC[N+](CCCC)(CCCC)CCCC.[F-]. (9) Given the product [CH:1]1[C:10]2[C:5](=[CH:6][CH:7]=[C:8]([C:11]3[CH:12]=[C:13]([CH:18]=[CH:19][CH:20]=3)[C:14]([OH:16])=[O:15])[CH:9]=2)[CH:4]=[CH:3][C:2]=1[C:21]1[CH:22]=[C:23]([CH:28]=[CH:29][CH:30]=1)[C:24]([OH:26])=[O:25], predict the reactants needed to synthesize it. The reactants are: [CH:1]1[C:10]2[C:5](=[CH:6][CH:7]=[C:8]([C:11]3[CH:12]=[C:13]([CH:18]=[CH:19][CH:20]=3)[C:14]([O:16]C)=[O:15])[CH:9]=2)[CH:4]=[CH:3][C:2]=1[C:21]1[CH:22]=[C:23]([CH:28]=[CH:29][CH:30]=1)[C:24]([O:26]C)=[O:25]. (10) Given the product [Br:1][C:2]1[CH:7]=[CH:6][CH:5]=[CH:4][C:3]=1[C:8]1([C:11]([O:13][CH3:15])=[O:12])[CH2:10][CH2:9]1, predict the reactants needed to synthesize it. The reactants are: [Br:1][C:2]1[CH:7]=[CH:6][CH:5]=[CH:4][C:3]=1[C:8]1([C:11]([OH:13])=[O:12])[CH2:10][CH2:9]1.Cl.[CH3:15]O.